The task is: Predict which catalyst facilitates the given reaction.. This data is from Catalyst prediction with 721,799 reactions and 888 catalyst types from USPTO. Reactant: [OH:1][C:2]1[CH:7]=[CH:6][C:5]([C:8](=[O:10])[CH3:9])=[CH:4][CH:3]=1.C(=O)([O-])[O-].[K+].[K+].[CH2:17](Br)[C:18]1[CH:23]=[CH:22][CH:21]=[CH:20][CH:19]=1.O. Product: [CH2:17]([O:1][C:2]1[CH:7]=[CH:6][C:5]([C:8](=[O:10])[CH3:9])=[CH:4][CH:3]=1)[C:18]1[CH:23]=[CH:22][CH:21]=[CH:20][CH:19]=1. The catalyst class is: 9.